This data is from Catalyst prediction with 721,799 reactions and 888 catalyst types from USPTO. The task is: Predict which catalyst facilitates the given reaction. (1) Reactant: [NH:1]([C:3]1[CH:4]=[N:5][CH:6]=[CH:7][N:8]=1)[NH2:2].O=[C:10]([CH3:25])[CH:11]([C:17]([C:19]1[CH:24]=[CH:23][CH:22]=[CH:21][CH:20]=1)=O)[CH2:12][C:13]([O:15][CH3:16])=[O:14]. Product: [CH3:16][O:15][C:13](=[O:14])[CH2:12][C:11]1[C:10]([CH3:25])=[N:2][N:1]([C:3]2[CH:4]=[N:5][CH:6]=[CH:7][N:8]=2)[C:17]=1[C:19]1[CH:20]=[CH:21][CH:22]=[CH:23][CH:24]=1. The catalyst class is: 8. (2) Reactant: [Cl:1][C:2]1[N:11]=[CH:10][C:9]2[N:8]([C:12]([CH3:18])([CH3:17])[C:13]([O:15]C)=[O:14])[C:7](=[O:19])[C:6]3([CH3:24])[CH2:20][O:21][CH2:22][CH2:23][N:5]3[C:4]=2[N:3]=1.[OH-].[Na+]. Product: [Cl:1][C:2]1[N:11]=[CH:10][C:9]2[N:8]([C:12]([CH3:18])([CH3:17])[C:13]([OH:15])=[O:14])[C:7](=[O:19])[C:6]3([CH3:24])[CH2:20][O:21][CH2:22][CH2:23][N:5]3[C:4]=2[N:3]=1. The catalyst class is: 36. (3) Reactant: [Cl:1][C:2]1[CH:7]=[CH:6][C:5]([C:8]2[NH:9][CH:10]=[C:11]([C:13]([O:15]CC)=[O:14])[N:12]=2)=[C:4]([F:18])[CH:3]=1.[OH-].[Na+].Cl. Product: [Cl:1][C:2]1[CH:7]=[CH:6][C:5]([C:8]2[NH:9][CH:10]=[C:11]([C:13]([OH:15])=[O:14])[N:12]=2)=[C:4]([F:18])[CH:3]=1. The catalyst class is: 20. (4) Reactant: C([O:3][C:4](=[O:39])[CH2:5][N:6]([CH2:32][C:33]1[CH:38]=[CH:37][CH:36]=[CH:35][CH:34]=1)[CH2:7][C:8]1[CH:13]=[CH:12][CH:11]=[C:10]([CH2:14][O:15][C:16]2[CH:21]=[CH:20][C:19]([C:22]3[CH:27]=[C:26]([F:28])[C:25]([F:29])=[CH:24][C:23]=3[O:30][CH3:31])=[CH:18][CH:17]=2)[CH:9]=1)C.[OH-].[Li+].C1COCC1.Cl. Product: [CH2:32]([N:6]([CH2:5][C:4]([OH:39])=[O:3])[CH2:7][C:8]1[CH:13]=[CH:12][CH:11]=[C:10]([CH2:14][O:15][C:16]2[CH:21]=[CH:20][C:19]([C:22]3[CH:27]=[C:26]([F:28])[C:25]([F:29])=[CH:24][C:23]=3[O:30][CH3:31])=[CH:18][CH:17]=2)[CH:9]=1)[C:33]1[CH:34]=[CH:35][CH:36]=[CH:37][CH:38]=1. The catalyst class is: 13. (5) Reactant: [CH:1]([NH2:4])([CH3:3])[CH3:2].C[Al](C)C.C[O:10][C:11]([C:13]1[CH:18]=[N:17][C:16]([NH:19][CH2:20][C:21]2[C:22]([C:27]3[CH:32]=[CH:31][CH:30]=[CH:29][CH:28]=3)=[N:23][O:24][C:25]=2[CH3:26])=[CH:15][N:14]=1)=O.O. Product: [CH:1]([NH:4][C:11]([C:13]1[CH:18]=[N:17][C:16]([NH:19][CH2:20][C:21]2[C:22]([C:27]3[CH:32]=[CH:31][CH:30]=[CH:29][CH:28]=3)=[N:23][O:24][C:25]=2[CH3:26])=[CH:15][N:14]=1)=[O:10])([CH3:3])[CH3:2]. The catalyst class is: 12. (6) Reactant: [NH2:1][C:2]1[C:9]([I:10])=[CH:8][C:5]([C:6]#[N:7])=[C:4]([Cl:11])[CH:3]=1.Cl[C:13](Cl)([O:15]C(=O)OC(Cl)(Cl)Cl)Cl.[CH2:24]([O:26][C@H:27]1[CH2:32][CH2:31][C@H:30]([N:33]2[CH2:38][CH2:37][CH:36]([NH2:39])[CH2:35][CH2:34]2)[CH2:29][CH2:28]1)[CH3:25]. Product: [Cl:11][C:4]1[C:5]([C:6]#[N:7])=[CH:8][C:9]([I:10])=[C:2]([NH:1][C:13]([NH:39][CH:36]2[CH2:35][CH2:34][N:33]([C@H:30]3[CH2:29][CH2:28][C@H:27]([O:26][CH2:24][CH3:25])[CH2:32][CH2:31]3)[CH2:38][CH2:37]2)=[O:15])[CH:3]=1. The catalyst class is: 346. (7) Reactant: O[Li:2].O.C([O:6][C:7]([C:9]1[O:10][C:11]([C:14]2[CH:19]=[CH:18][CH:17]=[CH:16][CH:15]=2)=[CH:12][N:13]=1)=[O:8])C.CO. Product: [C:14]1([C:11]2[O:10][C:9]([C:7]([O-:8])=[O:6])=[N:13][CH:12]=2)[CH:15]=[CH:16][CH:17]=[CH:18][CH:19]=1.[Li+:2]. The catalyst class is: 90.